This data is from Forward reaction prediction with 1.9M reactions from USPTO patents (1976-2016). The task is: Predict the product of the given reaction. (1) Given the reactants [CH:1]([C:3]1[CH:12]=[CH:11][CH:10]=[CH:9][C:4]=1[C:5]([O:7][CH3:8])=[O:6])=[O:2].S([CH2:23][N+:24]#[C-:25])(C1C=CC(C)=CC=1)(=O)=O.C(=O)([O-])[O-].[K+].[K+], predict the reaction product. The product is: [O:2]1[C:1]([C:3]2[CH:12]=[CH:11][CH:10]=[CH:9][C:4]=2[C:5]([O:7][CH3:8])=[O:6])=[CH:25][N:24]=[CH:23]1. (2) Given the reactants [CH2:1]([O:3][C:4](=[O:13])[C:5]([C:7]1[CH:12]=[CH:11][CH:10]=[CH:9][CH:8]=1)=[CH2:6])[CH3:2].[CH2:14]([NH2:21])[C:15]1[CH:20]=[CH:19][CH:18]=[CH:17][CH:16]=1.O, predict the reaction product. The product is: [CH2:1]([O:3][C:4](=[O:13])[CH:5]([C:7]1[CH:12]=[CH:11][CH:10]=[CH:9][CH:8]=1)[CH2:6][NH:21][CH2:14][C:15]1[CH:20]=[CH:19][CH:18]=[CH:17][CH:16]=1)[CH3:2]. (3) Given the reactants [CH2:1]([O:3][CH:4]([O:39][CH2:40][CH3:41])[C:5]1[CH:6]=[C:7]([CH:11]2[CH:20]([C:21]3[CH:26]=[CH:25][CH:24]=[C:23]([CH:27]([O:31][CH2:32][CH3:33])[O:28][CH2:29][CH3:30])[CH:22]=3)[C:19](=O)[C:18]3[C:17]([C:35](OC)=[O:36])=[CH:16][CH:15]=[CH:14][C:13]=3[NH:12]2)[CH:8]=[CH:9][CH:10]=1)[CH3:2].C(OC(OCC)C1C=C(C2C(C3C=CC=C(C(OCC)OCC)C=3)C(=O)C3C(C(OCC)=O)=CC=CC=3N2)C=CC=1)C.O.[NH2:85][NH2:86], predict the reaction product. The product is: [CH2:40]([O:39][CH:4]([O:3][CH2:1][CH3:2])[C:5]1[CH:6]=[C:7]([CH:11]2[NH:12][C:13]3[C:18]4[C:19](=[N:85][NH:86][C:35](=[O:36])[C:17]=4[CH:16]=[CH:15][CH:14]=3)[CH:20]2[C:21]2[CH:26]=[CH:25][CH:24]=[C:23]([CH:27]([O:28][CH2:29][CH3:30])[O:31][CH2:32][CH3:33])[CH:22]=2)[CH:8]=[CH:9][CH:10]=1)[CH3:41]. (4) Given the reactants [NH2:1][C:2]1[NH:6][N:5]=[C:4]([C:7]([NH:9][CH3:10])=[O:8])[N:3]=1.CC1C=CC(S(O)(=O)=O)=CC=1.[NH:22]1[C:26]2[CH:27]=[CH:28][C:29]([C:31](=O)[CH2:32][C:33](OCC)=[O:34])=[CH:30][C:25]=2[N:24]=[N:23]1, predict the reaction product. The product is: [NH:22]1[C:26]2[CH:27]=[CH:28][C:29]([C:31]3[NH:1][C:2]4[N:6]([N:5]=[C:4]([C:7]([NH:9][CH3:10])=[O:8])[N:3]=4)[C:33](=[O:34])[CH:32]=3)=[CH:30][C:25]=2[N:24]=[N:23]1. (5) Given the reactants [NH:1]1[CH2:6][CH2:5][O:4][C:3]2[N:7]=[CH:8][C:9]([C:11]([O:13][CH3:14])=[O:12])=[CH:10][C:2]1=2.C(N(CC)CC)C.[N:22]1([S:28](Cl)(=[O:30])=[O:29])[CH2:27][CH2:26][O:25][CH2:24][CH2:23]1.OP(O)(O)=O, predict the reaction product. The product is: [O:25]1[CH2:26][CH2:27][N:22]([S:28]([N:1]2[CH2:6][CH2:5][O:4][C:3]3[N:7]=[CH:8][C:9]([C:11]([O:13][CH3:14])=[O:12])=[CH:10][C:2]2=3)(=[O:30])=[O:29])[CH2:23][CH2:24]1. (6) Given the reactants FC(F)(F)C(O)=O.O.[C:9]([C:13]1[CH:64]=[CH:63][C:16]2[NH:17][C:18]([CH2:20][CH2:21][CH:22]3[CH2:25][CH:24]([N:26]([CH2:31][C@@H:32]4[C@H:36]5[O:37]C(C)(C)[O:39][C@H:35]5[C@H:34]([N:42]5[C:46]6[N:47]=[CH:48][N:49]=[C:50]([NH:51]CC7C=CC(OC)=CC=7OC)[C:45]=6[CH:44]=[CH:43]5)[CH2:33]4)[CH2:27][CH:28]([CH3:30])[CH3:29])[CH2:23]3)=[N:19][C:15]=2[CH:14]=1)([CH3:12])([CH3:11])[CH3:10].C([SiH](CC)CC)C.C([O-])([O-])=O.[K+].[K+], predict the reaction product. The product is: [NH2:51][C:50]1[C:45]2[CH:44]=[CH:43][N:42]([C@@H:34]3[CH2:33][C@H:32]([CH2:31][N:26]([CH:24]4[CH2:23][CH:22]([CH2:21][CH2:20][C:18]5[NH:17][C:16]6[CH:63]=[CH:64][C:13]([C:9]([CH3:12])([CH3:11])[CH3:10])=[CH:14][C:15]=6[N:19]=5)[CH2:25]4)[CH2:27][CH:28]([CH3:29])[CH3:30])[C@@H:36]([OH:37])[C@H:35]3[OH:39])[C:46]=2[N:47]=[CH:48][N:49]=1.